Dataset: Forward reaction prediction with 1.9M reactions from USPTO patents (1976-2016). Task: Predict the product of the given reaction. Given the reactants Cl.Cl.[NH2:3][C:4]1[C:36]([CH3:37])=[CH:35][C:7]([O:8][C:9]2[CH:10]=[CH:11][C:12]3[N:16]=[C:15]([CH2:17][O:18][C:19]4[CH:32]=[CH:31][C:22]([CH2:23][CH:24]5[S:28][C:27](=[O:29])[NH:26][C:25]5=[O:30])=[CH:21][CH:20]=4)[N:14]([CH3:33])[C:13]=3[CH:34]=2)=[CH:6][C:5]=1[CH3:38].[N+:39]([C:42]1[CH:47]=[CH:46][C:45]([N:48]=[C:49]=[O:50])=[CH:44][CH:43]=1)([O-:41])=[O:40].C(N(CC)CC)C, predict the reaction product. The product is: [O:29]=[C:27]1[NH:26][C:25](=[O:30])[CH:24]([CH2:23][C:22]2[CH:21]=[CH:20][C:19]([O:18][CH2:17][C:15]3[N:14]([CH3:33])[C:13]4[CH:34]=[C:9]([O:8][C:7]5[CH:6]=[C:5]([CH3:38])[C:4]([NH:3][C:49]([NH:48][C:45]6[CH:44]=[CH:43][C:42]([N+:39]([O-:41])=[O:40])=[CH:47][CH:46]=6)=[O:50])=[C:36]([CH3:37])[CH:35]=5)[CH:10]=[CH:11][C:12]=4[N:16]=3)=[CH:32][CH:31]=2)[S:28]1.